Dataset: Catalyst prediction with 721,799 reactions and 888 catalyst types from USPTO. Task: Predict which catalyst facilitates the given reaction. (1) Reactant: [OH:1][CH2:2][CH2:3][N:4]([CH2:20][CH2:21][OH:22])[C:5]1[C:13]([N+:14]([O-:16])=[O:15])=[CH:12][C:11]([N+:17]([O-:19])=[O:18])=[CH:10][C:6]=1[C:7]([NH2:9])=[O:8].CCN(CC)CC.[CH3:30][S:31](Cl)(=[O:33])=[O:32].C([O-])(O)=O.[Na+]. Product: [CH3:30][S:31]([O:1][CH2:2][CH2:3][N:4]([CH2:20][CH2:21][O:22][S:31]([CH3:30])(=[O:33])=[O:32])[C:5]1[C:13]([N+:14]([O-:16])=[O:15])=[CH:12][C:11]([N+:17]([O-:19])=[O:18])=[CH:10][C:6]=1[C:7]([NH2:9])=[O:8])(=[O:33])=[O:32]. The catalyst class is: 2. (2) The catalyst class is: 10. Reactant: [C:1]([O:9][C:10]1[CH:15]=[CH:14][C:13]([NH:16][C:17](=[O:19])[CH3:18])=[CH:12][CH:11]=1)(=[O:8])[C:2]1[CH:7]=[CH:6][CH:5]=[N:4][CH:3]=1.[CH:20]([N:23]([CH:29]([CH3:31])[CH3:30])[C:24](=[O:28])[O:25][CH2:26][I:27])([CH3:22])[CH3:21]. Product: [I-:27].[C:17]([NH:16][C:13]1[CH:14]=[CH:15][C:10]([O:9][C:1]([C:2]2[CH:3]=[N+:4]([CH2:26][O:25][C:24](=[O:28])[N:23]([CH:29]([CH3:31])[CH3:30])[CH:20]([CH3:22])[CH3:21])[CH:5]=[CH:6][CH:7]=2)=[O:8])=[CH:11][CH:12]=1)(=[O:19])[CH3:18]. (3) Reactant: [C@@H:1]1([N:9]2[C:13]3[N:14]=[C:15]([NH:19][C:20](=[O:24])[CH:21]([CH3:23])[CH3:22])[NH:16][C:17](=[O:18])[C:12]=3[C:11]([I:25])=[CH:10]2)[O:6][C@H:5]([CH2:7][OH:8])[C@@H:3]([OH:4])[CH2:2]1.[CH3:26][O:27][C:28]1[CH:49]=[CH:48][C:31]([C:32](Cl)([C:41]2[CH:46]=[CH:45][CH:44]=[CH:43][CH:42]=2)[C:33]2[CH:38]=[CH:37][C:36]([O:39][CH3:40])=[CH:35][CH:34]=2)=[CH:30][CH:29]=1.CO.C([O-])(O)=O.[Na+]. Product: [CH3:40][O:39][C:36]1[CH:35]=[CH:34][C:33]([C:32]([O:8][CH2:7][C@H:5]2[O:6][C@@H:1]([N:9]3[C:13]4[N:14]=[C:15]([NH:19][C:20](=[O:24])[CH:21]([CH3:22])[CH3:23])[NH:16][C:17](=[O:18])[C:12]=4[C:11]([I:25])=[CH:10]3)[CH2:2][C@@H:3]2[OH:4])([C:41]2[CH:42]=[CH:43][CH:44]=[CH:45][CH:46]=2)[C:31]2[CH:48]=[CH:49][C:28]([O:27][CH3:26])=[CH:29][CH:30]=2)=[CH:38][CH:37]=1. The catalyst class is: 17.